Dataset: Forward reaction prediction with 1.9M reactions from USPTO patents (1976-2016). Task: Predict the product of the given reaction. Given the reactants C(=O)([O-])[O-].[K+].[K+].O1CCOCC1.[CH3:13][CH:14]([CH3:30])[CH2:15][C:16]#[C:17][C:18]([C:20]1[N:25]=[C:24]([C:26]([O:28][CH3:29])=[O:27])[CH:23]=[CH:22][CH:21]=1)=[O:19].CC1C=C(C)C=C(C)C=1S([O-])(=O)=O.[NH2:44][N+:45]1[CH:50]=[CH:49][CH:48]=[C:47]([O:51][CH3:52])[CH:46]=1, predict the reaction product. The product is: [CH2:15]([C:16]1[C:17]([C:18]([C:20]2[N:25]=[C:24]([C:26]([O:28][CH3:29])=[O:27])[CH:23]=[CH:22][CH:21]=2)=[O:19])=[C:50]2[CH:49]=[CH:48][C:47]([O:51][CH3:52])=[CH:46][N:45]2[N:44]=1)[CH:14]([CH3:30])[CH3:13].